Dataset: NCI-60 drug combinations with 297,098 pairs across 59 cell lines. Task: Regression. Given two drug SMILES strings and cell line genomic features, predict the synergy score measuring deviation from expected non-interaction effect. Synergy scores: CSS=6.77, Synergy_ZIP=0.312, Synergy_Bliss=2.76, Synergy_Loewe=-2.58, Synergy_HSA=0.937. Cell line: U251. Drug 2: CC(C)(C#N)C1=CC(=CC(=C1)CN2C=NC=N2)C(C)(C)C#N. Drug 1: CN1C(=O)N2C=NC(=C2N=N1)C(=O)N.